From a dataset of Forward reaction prediction with 1.9M reactions from USPTO patents (1976-2016). Predict the product of the given reaction. (1) Given the reactants Br[C:2]1[CH:7]=[CH:6][CH:5]=[C:4]([CH2:8][CH2:9][N:10]2[CH2:15][CH2:14][N:13]([C:16]3[CH:25]=[CH:24][CH:23]=[C:22]4[C:17]=3[CH:18]=[CH:19][C:20]([CH3:26])=[N:21]4)[CH2:12][CH2:11]2)[C:3]=1[O:27][CH:28]([CH3:32])[C:29]([NH2:31])=[O:30].CNCCNC.C([O-])([O-])=O.[K+].[K+], predict the reaction product. The product is: [CH3:32][CH:28]1[C:29](=[O:30])[NH:31][C:2]2[CH:7]=[CH:6][CH:5]=[C:4]([CH2:8][CH2:9][N:10]3[CH2:15][CH2:14][N:13]([C:16]4[CH:25]=[CH:24][CH:23]=[C:22]5[C:17]=4[CH:18]=[CH:19][C:20]([CH3:26])=[N:21]5)[CH2:12][CH2:11]3)[C:3]=2[O:27]1. (2) Given the reactants C([NH:5][S:6]([C:9]1[CH:10]=[C:11]([C:15]2[CH:20]=[CH:19][CH:18]=[C:17]([C:21]3[CH2:22][C:23](=[O:37])[NH:24][C:25]4[CH:31]=[C:30]([C:32]([F:35])([F:34])[F:33])[C:29]([CH3:36])=[CH:28][C:26]=4[N:27]=3)[CH:16]=2)[CH:12]=[CH:13][CH:14]=1)(=[O:8])=[O:7])(C)(C)C.C(O)(C(F)(F)F)=O, predict the reaction product. The product is: [CH3:36][C:29]1[C:30]([C:32]([F:34])([F:33])[F:35])=[CH:31][C:25]2[NH:24][C:23](=[O:37])[CH2:22][C:21]([C:17]3[CH:16]=[C:15]([C:11]4[CH:12]=[CH:13][CH:14]=[C:9]([S:6]([NH2:5])(=[O:8])=[O:7])[CH:10]=4)[CH:20]=[CH:19][CH:18]=3)=[N:27][C:26]=2[CH:28]=1. (3) Given the reactants F[C:2]1[CH:3]=[C:4]([CH:24]=[C:25]([C:27]([F:30])([F:29])[F:28])[CH:26]=1)[C:5]([N:7]([C:9]1[CH:10]=[N:11][CH:12]=[CH:13][C:14]=1[C:15]1[CH:20]=[CH:19][C:18]([F:21])=[CH:17][C:16]=1[O:22][CH3:23])[CH3:8])=[O:6].[Br:31]C1C=C(C=C(C(F)(F)F)C=1)C(O)=O, predict the reaction product. The product is: [Br:31][C:2]1[CH:3]=[C:4]([CH:24]=[C:25]([C:27]([F:30])([F:29])[F:28])[CH:26]=1)[C:5]([N:7]([C:9]1[CH:10]=[N:11][CH:12]=[CH:13][C:14]=1[C:15]1[CH:20]=[CH:19][C:18]([F:21])=[CH:17][C:16]=1[O:22][CH3:23])[CH3:8])=[O:6]. (4) Given the reactants [NH2:1][CH2:2][CH2:3][CH2:4][CH2:5][CH2:6][CH2:7][CH2:8][CH2:9][CH2:10][N:11]1[CH2:16][CH2:15][CH:14]([O:17][C:18](=[O:32])[NH:19][C:20]2[CH:25]=[CH:24][CH:23]=[CH:22][C:21]=2[C:26]2[CH:31]=[CH:30][CH:29]=[CH:28][CH:27]=2)[CH2:13][CH2:12]1.[Cl:33][C:34]1[C:41]([OH:42])=[CH:40][CH:39]=[CH:38][C:35]=1[CH:36]=O, predict the reaction product. The product is: [Cl:33][C:34]1[C:41]([OH:42])=[CH:40][CH:39]=[CH:38][C:35]=1[CH2:36][NH:1][CH2:2][CH2:3][CH2:4][CH2:5][CH2:6][CH2:7][CH2:8][CH2:9][CH2:10][N:11]1[CH2:16][CH2:15][CH:14]([O:17][C:18](=[O:32])[NH:19][C:20]2[CH:25]=[CH:24][CH:23]=[CH:22][C:21]=2[C:26]2[CH:31]=[CH:30][CH:29]=[CH:28][CH:27]=2)[CH2:13][CH2:12]1.